Dataset: Catalyst prediction with 721,799 reactions and 888 catalyst types from USPTO. Task: Predict which catalyst facilitates the given reaction. (1) Reactant: O[Li].O.O.[OH:5][C:6]1([C:18]([O:20]C)=[O:19])[C:15]2[C:10](=[CH:11][CH:12]=[C:13]([O:16][CH3:17])[CH:14]=2)[CH2:9][CH2:8][CH2:7]1. Product: [OH:5][C:6]1([C:18]([OH:20])=[O:19])[C:15]2[C:10](=[CH:11][CH:12]=[C:13]([O:16][CH3:17])[CH:14]=2)[CH2:9][CH2:8][CH2:7]1. The catalyst class is: 1. (2) Reactant: [OH-].[Na+].[CH3:3][CH:4]([S:6]([C:9]1[CH:10]=[C:11]2[C:16](=[CH:17][CH:18]=1)[N:15]=[C:14]([C:19]1[CH:24]=[CH:23][CH:22]=[C:21]([C:25]([F:28])([F:27])[F:26])[CH:20]=1)[C:13]([CH2:29][N:30]1[CH2:35][CH2:34][C:33](=[O:36])[CH:32]([CH3:37])[CH2:31]1)=[C:12]2[C:38]([O:40]C)=[O:39])(=[O:8])=[O:7])[CH3:5]. Product: [CH3:5][CH:4]([S:6]([C:9]1[CH:10]=[C:11]2[C:16](=[CH:17][CH:18]=1)[N:15]=[C:14]([C:19]1[CH:24]=[CH:23][CH:22]=[C:21]([C:25]([F:28])([F:27])[F:26])[CH:20]=1)[C:13]([CH2:29][N:30]1[CH2:35][CH2:34][C:33](=[O:36])[CH:32]([CH3:37])[CH2:31]1)=[C:12]2[C:38]([OH:40])=[O:39])(=[O:7])=[O:8])[CH3:3]. The catalyst class is: 111. (3) Reactant: [Cl:1][C:2]1[N:7]=[C:6]([C:8](OC)=[O:9])[CH:5]=[C:4]([Cl:12])[N:3]=1.[F:13][C:14]1[CH:19]=[CH:18][C:17]([Mg]Br)=[CH:16][CH:15]=1.O. Product: [Cl:1][C:2]1[N:7]=[C:6]([C:8]([C:17]2[CH:18]=[CH:19][C:14]([F:13])=[CH:15][CH:16]=2)=[O:9])[CH:5]=[C:4]([Cl:12])[N:3]=1. The catalyst class is: 334.